This data is from Forward reaction prediction with 1.9M reactions from USPTO patents (1976-2016). The task is: Predict the product of the given reaction. (1) Given the reactants [F:1][C:2]([F:7])([F:6])[C:3]([OH:5])=[O:4].[NH2:8][C@H:9]([C:14]([NH:16][C@H:17]([C:25]([NH:27][C@H:28]([C:33]([N:35]1[CH2:62][CH2:61][CH2:60][C@H:36]1[C:37]([NH:39][CH2:40][CH2:41][CH2:42][NH:43][C:44]1[C:57]2[C:56](=[O:58])[C:55]3[C:50](=[CH:51][CH:52]=[CH:53][CH:54]=3)[C:49](=[O:59])[C:48]=2[CH:47]=[CH:46][CH:45]=1)=[O:38])=[O:34])[CH2:29][CH:30]([CH3:32])[CH3:31])=[O:26])[CH2:18][C:19]1[CH:24]=[CH:23][CH:22]=[CH:21][CH:20]=1)=[O:15])[CH2:10][CH:11]([CH3:13])[CH3:12].[CH2:63]([N:65](CC)CC)[CH3:64], predict the reaction product. The product is: [F:1][C:2]([F:7])([F:6])[C:3]([OH:5])=[O:4].[NH2:65][CH2:63][C:64]([NH:8][C@H:9]([C:14]([NH:16][C@H:17]([C:25]([NH:27][C@H:28]([C:33]([N:35]1[CH2:62][CH2:61][CH2:60][C@H:36]1[C:37]([NH:39][CH2:40][CH2:41][CH2:42][NH:43][C:44]1[C:57]2[C:56](=[O:58])[C:55]3[C:50](=[CH:51][CH:52]=[CH:53][CH:54]=3)[C:49](=[O:59])[C:48]=2[CH:47]=[CH:46][CH:45]=1)=[O:38])=[O:34])[CH2:29][CH:30]([CH3:31])[CH3:32])=[O:26])[CH2:18][C:19]1[CH:24]=[CH:23][CH:22]=[CH:21][CH:20]=1)=[O:15])[CH2:10][CH:11]([CH3:13])[CH3:12])=[O:4]. (2) Given the reactants C([O:8][C:9]1[CH:38]=[CH:37][CH:36]=[CH:35][C:10]=1[O:11][CH:12]1[CH2:17][CH2:16][N:15]([C:18](=[O:34])[CH2:19][NH:20][C:21]([C:23]2[CH:27]=[C:26]([C:28]3[CH:33]=[CH:32][CH:31]=[CH:30][CH:29]=3)[NH:25][N:24]=2)=[O:22])[CH2:14][CH2:13]1)C1C=CC=CC=1.C1(C2NN=C(C(NCC(O)=O)=O)C=2)C=CC=CC=1.Cl.C(OOC1C=CC=CC=1NC1CCNCC1)C1C=CC=CC=1.Cl.ClC1C=CC=CC=1OC1CCNCC1, predict the reaction product. The product is: [OH:8][C:9]1[CH:38]=[CH:37][CH:36]=[CH:35][C:10]=1[O:11][CH:12]1[CH2:13][CH2:14][N:15]([C:18](=[O:34])[CH2:19][NH:20][C:21]([C:23]2[CH:27]=[C:26]([C:28]3[CH:29]=[CH:30][CH:31]=[CH:32][CH:33]=3)[NH:25][N:24]=2)=[O:22])[CH2:16][CH2:17]1. (3) Given the reactants C([O:3][C:4](=[O:22])[C@@H:5]([O:20][CH3:21])[CH2:6][C:7]1[CH:12]=[CH:11][C:10]([C:13]#[C:14][CH2:15][CH2:16][CH2:17][CH2:18][OH:19])=[CH:9][CH:8]=1)C.O[C:24]1[CH:37]=[CH:36][C:27]([C:28]([C:30]2[CH:35]=[CH:34][CH:33]=[CH:32][CH:31]=2)=[O:29])=[CH:26][CH:25]=1, predict the reaction product. The product is: [C:28]([C:30]1[CH:35]=[CH:34][C:33]([O:19][CH2:18][CH2:17][CH2:16][CH2:15][C:14]#[C:13][C:10]2[CH:9]=[CH:8][C:7]([CH2:6][C@H:5]([O:20][CH3:21])[C:4]([OH:3])=[O:22])=[CH:12][CH:11]=2)=[CH:32][CH:31]=1)(=[O:29])[C:27]1[CH:36]=[CH:37][CH:24]=[CH:25][CH:26]=1. (4) Given the reactants [O:1]=[C:2]([CH2:6][CH2:7][C:8]1[CH:13]=[CH:12][CH:11]=[CH:10][CH:9]=1)[C:3]([OH:5])=O.CN(C(ON1N=NC2C=CC=NC1=2)=[N+](C)C)C.F[P-](F)(F)(F)(F)F.CCN(C(C)C)C(C)C.[NH2:47][C:48]12[C:66](=[O:67])[C:65]3[C:60](=[CH:61][CH:62]=[CH:63][CH:64]=3)[C:49]1([OH:68])[O:50][C:51]1[CH:56]=[C:55]([CH:57]([CH3:59])[CH3:58])[CH:54]=[CH:53][C:52]=12, predict the reaction product. The product is: [OH:68][C:49]12[C:60]3[C:65](=[CH:64][CH:63]=[CH:62][CH:61]=3)[C:66](=[O:67])[C:48]1([NH:47][C:3](=[O:5])[C:2](=[O:1])[CH2:6][CH2:7][C:8]1[CH:13]=[CH:12][CH:11]=[CH:10][CH:9]=1)[C:52]1[CH:53]=[CH:54][C:55]([CH:57]([CH3:59])[CH3:58])=[CH:56][C:51]=1[O:50]2. (5) The product is: [CH3:1][C:2]1[N:3]([C:8]2[CH:13]=[CH:12][CH:11]=[CH:10][CH:9]=2)[C:4]([CH3:7])=[C:5]([CH:17]=[O:18])[C:6]=1[CH:24]=[O:25]. Given the reactants [CH3:1][C:2]1[N:3]([C:8]2[CH:13]=[CH:12][CH:11]=[CH:10][CH:9]=2)[C:4]([CH3:7])=[CH:5][CH:6]=1.CN([CH:17]=[O:18])C.O=P(Cl)(Cl)Cl.[C:24]([O-])([O-])=[O:25].[K+].[K+], predict the reaction product. (6) Given the reactants FC(F)(F)S(O[C:7]1[C:8]([Cl:19])=[C:9]2[C:14](=[CH:15][CH:16]=1)[N:13]=[C:12]([S:17][CH3:18])[N:11]=[CH:10]2)(=O)=O.CCN(C(C)C)C(C)C.[CH3:31][Si:32]([C:35]#[CH:36])([CH3:34])[CH3:33], predict the reaction product. The product is: [Cl:19][C:8]1[C:7]([C:36]#[C:35][Si:32]([CH3:34])([CH3:33])[CH3:31])=[CH:16][CH:15]=[C:14]2[C:9]=1[CH:10]=[N:11][C:12]([S:17][CH3:18])=[N:13]2. (7) Given the reactants [CH3:1][O:2][C:3]1[CH:8]=[C:7](B2OC(C)(C)C(C)(C)O2)[CH:6]=[CH:5][N:4]=1.Cl[C:19]1[N:24]=[CH:23][C:22]([C:25]([F:28])([F:27])[F:26])=[CH:21][N:20]=1, predict the reaction product. The product is: [CH3:1][O:2][C:3]1[CH:8]=[C:7]([C:19]2[N:24]=[CH:23][C:22]([C:25]([F:28])([F:27])[F:26])=[CH:21][N:20]=2)[CH:6]=[CH:5][N:4]=1. (8) Given the reactants Cl.Cl[CH2:3][CH2:4][N:5]1[CH2:10][CH2:9][O:8][CH2:7][CH2:6]1.[NH2:11][C:12]1[CH:17]=[CH:16][C:15]([OH:18])=[CH:14][CH:13]=1.[OH-].[Na+], predict the reaction product. The product is: [N:5]1([CH2:4][CH2:3][O:18][C:15]2[CH:16]=[CH:17][C:12]([NH2:11])=[CH:13][CH:14]=2)[CH2:10][CH2:9][O:8][CH2:7][CH2:6]1. (9) Given the reactants [F:1][CH:2]([F:8])[C:3]1[CH:7]=[CH:6][S:5][N:4]=1.C([Li])CCC.[CH2:14]([Sn:18]([CH2:24][CH2:25][CH2:26][CH3:27])([CH2:20][CH2:21][CH2:22][CH3:23])Cl)[CH2:15][CH2:16][CH3:17].C([O-])(O)=O.[Na+], predict the reaction product. The product is: [F:1][CH:2]([F:8])[C:3]1[CH:7]=[C:6]([Sn:18]([CH2:20][CH2:21][CH2:22][CH3:23])([CH2:24][CH2:25][CH2:26][CH3:27])[CH2:14][CH2:15][CH2:16][CH3:17])[S:5][N:4]=1. (10) Given the reactants [C:1]([C:3]1[CH:14]=[C:13]([CH3:15])[C:6]([O:7][CH2:8][C:9](OC)=[O:10])=[C:5]([CH3:16])[CH:4]=1)#[N:2].[NH2:17][NH2:18], predict the reaction product. The product is: [C:1]([C:3]1[CH:14]=[C:13]([CH3:15])[C:6]([O:7][CH2:8][C:9]([NH:17][NH2:18])=[O:10])=[C:5]([CH3:16])[CH:4]=1)#[N:2].